Dataset: Catalyst prediction with 721,799 reactions and 888 catalyst types from USPTO. Task: Predict which catalyst facilitates the given reaction. (1) Reactant: [NH2:1][C:2]1[C:3](=[O:16])[N:4]([CH2:8][C:9]([O:11][C:12]([CH3:15])([CH3:14])[CH3:13])=[O:10])[CH:5]=[CH:6][CH:7]=1.CN1CCOCC1.[C:24]1([CH2:30][S:31](Cl)(=[O:33])=[O:32])[CH:29]=[CH:28][CH:27]=[CH:26][CH:25]=1. The catalyst class is: 2. Product: [CH2:30]([S:31]([NH:1][C:2]1[C:3](=[O:16])[N:4]([CH2:8][C:9]([O:11][C:12]([CH3:13])([CH3:15])[CH3:14])=[O:10])[CH:5]=[CH:6][CH:7]=1)(=[O:33])=[O:32])[C:24]1[CH:29]=[CH:28][CH:27]=[CH:26][CH:25]=1. (2) Reactant: [N+:1]([O-:4])(O)=[O:2].[CH:5]([C:8]1[CH:14]=[CH:13][CH:12]=[CH:11][C:9]=1[NH2:10])([CH3:7])[CH3:6]. Product: [CH:5]([C:8]1[CH:14]=[CH:13][C:12]([N+:1]([O-:4])=[O:2])=[CH:11][C:9]=1[NH2:10])([CH3:7])[CH3:6]. The catalyst class is: 65. (3) Reactant: [Cl:1][C:2]1[CH:3]=[C:4]([NH:18][C:19](=[O:27])[C:20]2[CH:25]=[CH:24][CH:23]=[C:22]([Cl:26])[CH:21]=2)[C:5]([N:8]2[CH2:13][CH2:12][N:11]([CH2:14][C:15]([OH:17])=O)[CH2:10][CH2:9]2)=[N:6][CH:7]=1.[NH:28]1[CH2:33][CH2:32][CH2:31][CH2:30][CH2:29]1.F[B-](F)(F)F.N1(OC(N(C)C)=[N+](C)C)C2C=CC=CC=2N=N1.C(N(CC)CC)C. Product: [Cl:26][C:22]1[CH:21]=[C:20]([CH:25]=[CH:24][CH:23]=1)[C:19]([NH:18][C:4]1[C:5]([N:8]2[CH2:13][CH2:12][N:11]([CH2:14][C:15](=[O:17])[N:28]3[CH2:33][CH2:32][CH2:31][CH2:30][CH2:29]3)[CH2:10][CH2:9]2)=[N:6][CH:7]=[C:2]([Cl:1])[CH:3]=1)=[O:27]. The catalyst class is: 9. (4) Reactant: [CH3:1][P:2](=[O:7])([O:5][CH3:6])[O:3][CH3:4].[Li]CCCC.C([O:17][C:18](=O)[CH2:19][CH2:20][CH2:21][CH2:22][C:23]1[N:28]=[C:27]2[NH:29][CH2:30][CH2:31][C:26]2=[CH:25][CH:24]=1)CCC. Product: [CH3:4][O:3][P:2]([CH2:1][C:18](=[O:17])[CH2:19][CH2:20][CH2:21][CH2:22][C:23]1[N:28]=[C:27]2[NH:29][CH2:30][CH2:31][C:26]2=[CH:25][CH:24]=1)(=[O:7])[O:5][CH3:6]. The catalyst class is: 1. (5) Reactant: [H-].[Al+3].[Li+].[H-].[H-].[H-].[N:7]([N:9]1[CH2:14][CH2:13][N:12]([CH2:15][C:16]([F:19])([F:18])[F:17])[CH2:11][CH2:10]1)=O.C(OCC)(=O)C. Product: [F:19][C:16]([F:17])([F:18])[CH2:15][N:12]1[CH2:13][CH2:14][N:9]([NH2:7])[CH2:10][CH2:11]1. The catalyst class is: 7. (6) Reactant: CC(C)([O-])C.[K+].[Br:7][C:8]1[CH:9]=[C:10]2[C:14](=[CH:15][CH:16]=1)[NH:13][N:12]=[CH:11]2.CS(O[CH:22]1[CH2:27][CH2:26][N:25]([C:28]([O:30][C:31]([CH3:34])([CH3:33])[CH3:32])=[O:29])[CH2:24][CH2:23]1)(=O)=O. Product: [Br:7][C:8]1[CH:9]=[C:10]2[C:14](=[CH:15][CH:16]=1)[N:13]([CH:22]1[CH2:27][CH2:26][N:25]([C:28]([O:30][C:31]([CH3:34])([CH3:33])[CH3:32])=[O:29])[CH2:24][CH2:23]1)[N:12]=[CH:11]2. The catalyst class is: 7. (7) Reactant: [Si:1]([O:8][CH2:9][C:10]1[N:11]=[CH:12][N:13]([C:15]2[CH:16]=[C:17]([CH:19]=[CH:20][CH:21]=2)[NH2:18])[CH:14]=1)([C:4]([CH3:7])([CH3:6])[CH3:5])([CH3:3])[CH3:2].C([Li])CCC.Cl[C:28]1[C:37]2[CH2:36][CH2:35][C:34]3[CH:38]=[CH:39][CH:40]=[CH:41][C:33]=3[C:32]=2[N:31]=[CH:30][N:29]=1.O. Product: [Si:1]([O:8][CH2:9][C:10]1[N:11]=[CH:12][N:13]([C:15]2[CH:16]=[C:17]([NH:18][C:28]3[C:37]4[CH2:36][CH2:35][C:34]5[CH:38]=[CH:39][CH:40]=[CH:41][C:33]=5[C:32]=4[N:31]=[CH:30][N:29]=3)[CH:19]=[CH:20][CH:21]=2)[CH:14]=1)([C:4]([CH3:7])([CH3:5])[CH3:6])([CH3:3])[CH3:2]. The catalyst class is: 188.